This data is from Forward reaction prediction with 1.9M reactions from USPTO patents (1976-2016). The task is: Predict the product of the given reaction. (1) Given the reactants [CH3:1][C@@H:2]1[CH2:7][N:6]([C:8]2[CH:13]=[CH:12][CH:11]=[C:10]([N+:14]([O-:16])=[O:15])[CH:9]=2)[C:5](=[O:17])[CH2:4][NH:3]1.CCN(C(C)C)C(C)C.[F:27][C:28]([F:39])([F:38])[C:29](O[C:29](=[O:30])[C:28]([F:39])([F:38])[F:27])=[O:30].O, predict the reaction product. The product is: [CH3:1][C@@H:2]1[CH2:7][N:6]([C:8]2[CH:13]=[CH:12][CH:11]=[C:10]([N+:14]([O-:16])=[O:15])[CH:9]=2)[C:5](=[O:17])[CH2:4][N:3]1[C:29](=[O:30])[C:28]([F:39])([F:38])[F:27]. (2) Given the reactants [N:1]([C@H:4]1[CH2:12][C:11]2[C:6](=[CH:7][CH:8]=[CH:9][CH:10]=2)[C@H:5]1[F:13])=[N+]=[N-].C1(P(C2C=CC=CC=2)C2C=CC=CC=2)C=CC=CC=1, predict the reaction product. The product is: [F:13][C@@H:5]1[C:6]2[C:11](=[CH:10][CH:9]=[CH:8][CH:7]=2)[CH2:12][C@@H:4]1[NH2:1]. (3) Given the reactants [CH2:1]([C:3]1[CH:8]=[C:7]([C:9]2[N:13]=[C:12]([C:14]3[CH:19]=[C:18]([CH3:20])[N:17]=[C:16]([CH2:21][CH3:22])[CH:15]=3)[O:11][N:10]=2)[CH:6]=[C:5]([CH3:23])[C:4]=1[OH:24])[CH3:2].[CH2:25]([C@@H:27]1[O:29][CH2:28]1)Cl, predict the reaction product. The product is: [CH2:21]([C:16]1[CH:15]=[C:14]([C:12]2[O:11][N:10]=[C:9]([C:7]3[CH:6]=[C:5]([CH3:23])[C:4]([O:24][CH2:25][C@@H:27]4[CH2:28][O:29]4)=[C:3]([CH2:1][CH3:2])[CH:8]=3)[N:13]=2)[CH:19]=[C:18]([CH3:20])[N:17]=1)[CH3:22]. (4) The product is: [C:34]1([S:40]([OH:43])(=[O:42])=[O:41])[CH:39]=[CH:38][CH:37]=[CH:36][CH:35]=1.[CH3:1][NH:2][C:3]([C:5]1[CH:10]=[C:9]([O:11][C:12]2[CH:17]=[CH:16][C:15]([NH:18][C:19]([NH:21][C:22]3[CH:27]=[CH:26][C:25]([Cl:28])=[C:24]([C:29]([F:32])([F:31])[F:30])[CH:23]=3)=[O:20])=[C:14]([F:33])[CH:13]=2)[CH:8]=[CH:7][N:6]=1)=[O:4]. Given the reactants [CH3:1][NH:2][C:3]([C:5]1[CH:10]=[C:9]([O:11][C:12]2[CH:17]=[CH:16][C:15]([NH:18][C:19]([NH:21][C:22]3[CH:27]=[CH:26][C:25]([Cl:28])=[C:24]([C:29]([F:32])([F:31])[F:30])[CH:23]=3)=[O:20])=[C:14]([F:33])[CH:13]=2)[CH:8]=[CH:7][N:6]=1)=[O:4].[C:34]1([S:40]([OH:43])(=[O:42])=[O:41])[CH:39]=[CH:38][CH:37]=[CH:36][CH:35]=1, predict the reaction product. (5) Given the reactants Cl.[F:2][C:3]1([F:10])[CH2:8][CH2:7][CH:6]([NH2:9])[CH2:5][CH2:4]1.C([O-])([O-])=O.[Na+].[Na+].Cl[CH2:18][CH2:19][N:20]=[C:21]=[O:22].[H-].[Na+], predict the reaction product. The product is: [F:2][C:3]1([F:10])[CH2:8][CH2:7][CH:6]([N:9]2[CH2:18][CH2:19][NH:20][C:21]2=[O:22])[CH2:5][CH2:4]1. (6) Given the reactants [CH2:1]([O:8][C:9]1[CH:14]=[CH:13][C:12]([O:15][CH2:16][C:17]2[CH:22]=[CH:21][CH:20]=[CH:19][CH:18]=2)=[CH:11][C:10]=1[OH:23])[C:2]1[CH:7]=[CH:6][CH:5]=[CH:4][CH:3]=1.Br[CH2:25][C:26]([C:28]1[CH:33]=[CH:32][CH:31]=[CH:30][CH:29]=1)=[O:27].C(=O)([O-])O.[K+].C1OCCOCCOCCOCCOCCOC1, predict the reaction product. The product is: [CH2:1]([O:8][C:9]1[CH:14]=[CH:13][C:12]([O:15][CH2:16][C:17]2[CH:22]=[CH:21][CH:20]=[CH:19][CH:18]=2)=[CH:11][C:10]=1[O:23][CH2:25][C:26]([C:28]1[CH:33]=[CH:32][CH:31]=[CH:30][CH:29]=1)=[O:27])[C:2]1[CH:3]=[CH:4][CH:5]=[CH:6][CH:7]=1. (7) Given the reactants [NH2:1][CH:2]([CH:5]([CH3:10])[C:6]([F:9])([F:8])[F:7])[CH2:3][OH:4].C(N(CC)CC)C.Cl[C:19](Cl)([O:21]C(=O)OC(Cl)(Cl)Cl)Cl, predict the reaction product. The product is: [F:7][C:6]([F:9])([F:8])[CH:5]([CH:2]1[CH2:3][O:4][C:19](=[O:21])[NH:1]1)[CH3:10]. (8) Given the reactants C(O)(C(F)(F)F)=O.C(N[C@H](C(O)=O)CS)(=O)C.C(OC([N:25]1[C@H:29]([CH2:30][CH2:31][NH:32]CC2C=CC(OC)=CC=2OC)[CH2:28][N:27]([CH2:44][C:45]2[C:54]([Cl:55])=[C:53]3[C:48]([C:49](=[O:70])[N:50]([CH2:57][C:58]4[CH:63]=[C:62]([Cl:64])[CH:61]=[CH:60][C:59]=4[S:65]([CH2:68][CH3:69])(=[O:67])=[O:66])[C:51](=[O:56])[NH:52]3)=[CH:47][C:46]=2[O:71][C:72]([F:75])([F:74])[F:73])[C:26]1=[O:76])=O)(C)(C)C.C(=O)(O)[O-].[Na+], predict the reaction product. The product is: [NH2:32][CH2:31][CH2:30][C@@H:29]1[CH2:28][N:27]([CH2:44][C:45]2[C:54]([Cl:55])=[C:53]3[C:48]([C:49](=[O:70])[N:50]([CH2:57][C:58]4[CH:63]=[C:62]([Cl:64])[CH:61]=[CH:60][C:59]=4[S:65]([CH2:68][CH3:69])(=[O:67])=[O:66])[C:51](=[O:56])[NH:52]3)=[CH:47][C:46]=2[O:71][C:72]([F:73])([F:74])[F:75])[C:26](=[O:76])[NH:25]1. (9) Given the reactants [N:1]1[C:10]2[C:5](=[CH:6][CH:7]=[CH:8][N:9]=2)[C:4]([CH:11]([OH:13])[CH3:12])=[CH:3][CH:2]=1, predict the reaction product. The product is: [N:1]1[C:10]2[C:5](=[CH:6][CH:7]=[CH:8][N:9]=2)[C:4]([C:11](=[O:13])[CH3:12])=[CH:3][CH:2]=1.